Dataset: Clinical trial toxicity outcomes and FDA approval status for drugs. Task: Regression/Classification. Given a drug SMILES string, predict its toxicity properties. Task type varies by dataset: regression for continuous values (e.g., LD50, hERG inhibition percentage) or binary classification for toxic/non-toxic outcomes (e.g., AMES mutagenicity, cardiotoxicity, hepatotoxicity). Dataset: clintox. The drug is Cc1cc2cc3c(C)cc(=O)oc3c(C)c2o1. The result is 0 (passed clinical trial).